This data is from TCR-epitope binding with 47,182 pairs between 192 epitopes and 23,139 TCRs. The task is: Binary Classification. Given a T-cell receptor sequence (or CDR3 region) and an epitope sequence, predict whether binding occurs between them. (1) The epitope is SEETGTLIV. The TCR CDR3 sequence is CASSERDRGYEQYF. Result: 0 (the TCR does not bind to the epitope). (2) The epitope is GILGFVFTL. The TCR CDR3 sequence is CATSNLDSFGGYTF. Result: 0 (the TCR does not bind to the epitope).